Dataset: Catalyst prediction with 721,799 reactions and 888 catalyst types from USPTO. Task: Predict which catalyst facilitates the given reaction. (1) Reactant: [F:1][C:2]([F:11])([F:10])[C:3]1[N:4]=[C:5]([C:8]#[N:9])[S:6][CH:7]=1.CO[Na].[NH4+:15].[Cl-]. Product: [F:11][C:2]([F:1])([F:10])[C:3]1[N:4]=[C:5]([C:8]([NH2:15])=[NH:9])[S:6][CH:7]=1. The catalyst class is: 100. (2) Reactant: [C:1]([O:7][CH2:8][N:9]1[CH:13]=[C:12]([CH2:14][CH2:15][CH2:16][C:17]([OH:19])=O)[N:11]=[N:10]1)(=[O:6])[C:2]([CH3:5])([CH3:4])[CH3:3].[NH2:20][CH:21]1[CH2:26][CH2:25][N:24]([C:27]([O:29][C:30]([CH3:33])([CH3:32])[CH3:31])=[O:28])[CH2:23][CH2:22]1.CCN(C(C)C)C(C)C.C(P1(=O)OP(CCC)(=O)OP(CCC)(=O)O1)CC. Product: [C:1]([O:7][CH2:8][N:9]1[CH:13]=[C:12]([CH2:14][CH2:15][CH2:16][C:17]([NH:20][CH:21]2[CH2:22][CH2:23][N:24]([C:27]([O:29][C:30]([CH3:33])([CH3:32])[CH3:31])=[O:28])[CH2:25][CH2:26]2)=[O:19])[N:11]=[N:10]1)(=[O:6])[C:2]([CH3:3])([CH3:4])[CH3:5]. The catalyst class is: 3. (3) Reactant: C1CCN(C(N=NC(N2CCCCC2)=O)=O)CC1.C1(P(C2C=CC=CC=2)C2C=CC=CC=2)C=CC=CC=1.[CH3:38][O:39][CH2:40][C:41]1[CH:46]=[CH:45][C:44]([CH2:47][CH2:48][OH:49])=[CH:43][CH:42]=1.O[C:51]1[CH:64]=[CH:63][C:54]([CH2:55][CH:56]([CH2:61][CH3:62])[C:57]([O:59][CH3:60])=[O:58])=[CH:53][CH:52]=1. Product: [CH3:38][O:39][CH2:40][C:41]1[CH:46]=[CH:45][C:44]([CH2:47][CH2:48][O:49][C:51]2[CH:64]=[CH:63][C:54]([CH2:55][CH:56]([CH2:61][CH3:62])[C:57]([O:59][CH3:60])=[O:58])=[CH:53][CH:52]=2)=[CH:43][CH:42]=1. The catalyst class is: 96. (4) Reactant: [CH2:1]([N:3]1[C:7]2[N:8]=[C:9]([C:18]3[CH:23]=[CH:22][C:21]([NH:24][C:25]([NH:27][C:28]4[CH:36]=[CH:35][C:31]([C:32]([OH:34])=O)=[CH:30][CH:29]=4)=[O:26])=[CH:20][CH:19]=3)[N:10]=[C:11]([N:12]3[CH2:17][CH2:16]O[CH2:14][CH2:13]3)[C:6]=2[CH:5]=[CH:4]1)[CH3:2].[CH3:37][N:38]([CH3:43])[CH2:39][CH2:40][NH:41][CH3:42].CCN(CC)CC.C1C=CC2N([OH:60])N=NC=2C=1.CCN=C=NCCCN(C)C. Product: [CH3:37][N:38]([CH3:43])[CH2:39][CH2:40][N:41]([CH3:42])[C:32](=[O:34])[C:31]1[CH:30]=[CH:29][C:28]([NH:27][C:25](=[O:26])[NH:24][C:21]2[CH:22]=[CH:23][C:18]([C:9]3[N:8]=[C:7]([N:3]4[CH2:4][CH2:5][O:60][CH2:2][CH2:1]4)[C:6]4[CH:16]=[CH:17][N:12]([CH2:13][CH3:14])[C:11]=4[N:10]=3)=[CH:19][CH:20]=2)=[CH:36][CH:35]=1. The catalyst class is: 1. (5) Reactant: [NH2:1][C:2]1[N:7]=[C:6]([N:8]2[C@H:13]([CH3:14])[CH2:12][CH2:11][C@H:10]([C:15]([NH:17][CH:18]3[CH2:23][CH2:22][CH2:21][CH2:20][CH:19]3[CH3:24])=[O:16])[CH2:9]2)[CH:5]=[C:4]([C:25]2[CH:30]=[CH:29][C:28]([C:31]#[N:32])=[C:27](F)[CH:26]=2)[N:3]=1.CCO.CCN(C(C)C)C(C)C.[NH2:46][NH2:47]. Product: [NH2:1][C:2]1[N:7]=[C:6]([N:8]2[C@H:13]([CH3:14])[CH2:12][CH2:11][C@H:10]([C:15]([NH:17][CH:18]3[CH2:23][CH2:22][CH2:21][CH2:20][CH:19]3[CH3:24])=[O:16])[CH2:9]2)[CH:5]=[C:4]([C:25]2[CH:26]=[C:27]3[C:28]([C:31]([NH2:32])=[N:46][NH:47]3)=[CH:29][CH:30]=2)[N:3]=1. The catalyst class is: 5.